From a dataset of Catalyst prediction with 721,799 reactions and 888 catalyst types from USPTO. Predict which catalyst facilitates the given reaction. (1) Reactant: C(O[C:6](=O)[NH:7][CH2:8][C:9]([N:11]1[CH2:15][CH2:14][CH2:13][CH:12]1[C:16]#[N:17])=[O:10])(C)(C)C.FC(F)(F)C(O)=O.C(N(CC)CC)C.[C:33]([NH:37][C:38](=[O:49])[O:39][CH:40]1[CH2:47][CH:46]2[CH:42]([CH2:43]C(=O)[CH2:45]2)[CH2:41]1)([CH3:36])([CH3:35])[CH3:34].C(O[BH-](OC(=O)C)OC(=O)C)(=O)C.[Na+]. Product: [C:33]([NH:37][C:38](=[O:49])[O:39][CH:40]1[CH2:47][CH:46]2[CH:42]([CH2:43][CH:6]([NH:7][CH2:8][C:9]([N:11]3[CH2:15][CH2:14][CH2:13][CH:12]3[C:16]#[N:17])=[O:10])[CH2:45]2)[CH2:41]1)([CH3:34])([CH3:36])[CH3:35]. The catalyst class is: 4. (2) Reactant: [CH3:1][O:2][C:3]1[CH:4]=[C:5]2[C:10](=[CH:11][C:12]=1[O:13][CH3:14])[N:9]=[CH:8][CH:7]=[C:6]2[O:15][C:16]1[CH:22]=[CH:21][C:19]([NH2:20])=[C:18]([CH3:23])[C:17]=1[CH3:24].C1(C)C=CC=CC=1.C(N(CC)CC)C.Cl[C:40](Cl)([O:42]C(=O)OC(Cl)(Cl)Cl)Cl.[F:51][C:52]1[CH:60]=[CH:59][CH:58]=[CH:57][C:53]=1[CH:54]([OH:56])[CH3:55]. Product: [CH3:1][O:2][C:3]1[CH:4]=[C:5]2[C:10](=[CH:11][C:12]=1[O:13][CH3:14])[N:9]=[CH:8][CH:7]=[C:6]2[O:15][C:16]1[CH:22]=[CH:21][C:19]([NH:20][C:40](=[O:42])[O:56][CH:54]([C:53]2[CH:57]=[CH:58][CH:59]=[CH:60][C:52]=2[F:51])[CH3:55])=[C:18]([CH3:23])[C:17]=1[CH3:24]. The catalyst class is: 2. (3) Reactant: [CH2:1]([Li])[CH2:2][CH2:3]C.[Br:6][C:7]1[CH:15]=[C:14]2[C:10]([CH2:11][C:12](=O)[NH:13]2)=[CH:9][CH:8]=1.[CH3:20][N:18]([CH3:24])[CH2:19][CH2:20][N:18]([CH3:24])[CH3:19].IC.[C:27](=[O:30])([O-])O.[Na+]. Product: [Br:6][C:7]1[CH:15]=[C:14]2[C:10]([C:11]([CH3:1])([CH3:12])[C:27](=[O:30])[NH:13]2)=[CH:9][CH:8]=1.[Br:6][C:7]1[CH:15]=[C:19]2[C:20]([C:2]([CH3:3])([CH3:1])[C:27](=[O:30])[N:18]2[CH3:24])=[CH:9][CH:8]=1. The catalyst class is: 7. (4) Reactant: [CH2:1]([O:8][C:9](=[O:37])[C@@H:10]1[CH2:14]CC[N:11]1[C:15](=[O:36])[CH2:16][CH2:17][C:18](=[O:35])[C@@H:19]([NH:27][C:28]([O:30][C:31]([CH3:34])([CH3:33])[CH3:32])=[O:29])[CH2:20][C:21]1[CH:26]=[CH:25][CH:24]=[CH:23][CH:22]=1)C1C=CC=CC=1.[C:38]1(C[C@H](NC(OC(C)(C)C)=O)C(=O)CCC(O)=O)[CH:43]=[CH:42][CH:41]=[CH:40][CH:39]=1.Cl.COC(=O)[C@H](CC1C=CC=CC=1)N.O.ON1C2C=CC=CC=2N=N1.Cl.C(N=C=NCCCN(C)C)C.CCN(C(C)C)C(C)C. Product: [CH3:1][O:8][C:9](=[O:37])[C@H:10]([CH2:14][C:38]1[CH:43]=[CH:42][CH:41]=[CH:40][CH:39]=1)[NH:11][C:15](=[O:36])[CH2:16][CH2:17][C:18](=[O:35])[C@@H:19]([NH:27][C:28]([O:30][C:31]([CH3:33])([CH3:32])[CH3:34])=[O:29])[CH2:20][C:21]1[CH:22]=[CH:23][CH:24]=[CH:25][CH:26]=1. The catalyst class is: 85. (5) Reactant: [Li+].C[Si]([N-][Si](C)(C)C)(C)C.[O:11]1[C:15]([C:16]2[N:17]([C:25]([O:27][C:28]([CH3:31])([CH3:30])[CH3:29])=[O:26])[C:18]3[C:23]([CH:24]=2)=[CH:22][CH:21]=[CH:20][CH:19]=3)=[CH:14][N:13]=[CH:12]1.[Cl:32]C(Cl)(Cl)C(Cl)(Cl)Cl. Product: [Cl:32][C:12]1[O:11][C:15]([C:16]2[N:17]([C:25]([O:27][C:28]([CH3:31])([CH3:30])[CH3:29])=[O:26])[C:18]3[C:23]([CH:24]=2)=[CH:22][CH:21]=[CH:20][CH:19]=3)=[CH:14][N:13]=1. The catalyst class is: 1. (6) Reactant: [C:1]([C:3]1[CH:8]=[CH:7][CH:6]=[CH:5][C:4]=1[C:9]1[CH:14]=[CH:13][C:12]([CH2:15][NH:16][C:17]2[C:26]([N+:27]([O-])=O)=[CH:25][CH:24]=[CH:23][C:18]=2[C:19]([O:21][CH3:22])=[O:20])=[CH:11][CH:10]=1)#[N:2].[Sn].Cl.[OH-].[Na+]. Product: [NH2:27][C:26]1[C:17]([NH:16][CH2:15][C:12]2[CH:13]=[CH:14][C:9]([C:4]3[CH:5]=[CH:6][CH:7]=[CH:8][C:3]=3[C:1]#[N:2])=[CH:10][CH:11]=2)=[C:18]([CH:23]=[CH:24][CH:25]=1)[C:19]([O:21][CH3:22])=[O:20]. The catalyst class is: 7.